From a dataset of Catalyst prediction with 721,799 reactions and 888 catalyst types from USPTO. Predict which catalyst facilitates the given reaction. (1) Reactant: [CH:1](=O)[C:2]1[CH:7]=[CH:6][CH:5]=[CH:4][CH:3]=1.Cl.[CH3:10][O:11][C:12](=[O:16])[C@@H:13]([CH3:15])[NH2:14].C(O[BH-](OC(=O)C)OC(=O)C)(=O)C.[Na+]. Product: [CH3:10][O:11][C:12](=[O:16])[C@@H:13]([CH3:15])[NH:14][CH2:1][C:2]1[CH:7]=[CH:6][CH:5]=[CH:4][CH:3]=1. The catalyst class is: 2. (2) Reactant: [Br:1][C:2]1[S:6][C:5]([C:7]2[N:12]=[C:11](Cl)[C:10]([CH2:14][CH3:15])=[C:9]([CH3:16])[N:8]=2)=[CH:4][CH:3]=1.[NH2:17][C:18]1[CH:23]=[CH:22][C:21]([CH2:24][C:25]([O:27][CH2:28][CH3:29])=[O:26])=[CH:20][CH:19]=1.Cl. Product: [Br:1][C:2]1[S:6][C:5]([C:7]2[N:12]=[C:11]([NH:17][C:18]3[CH:19]=[CH:20][C:21]([CH2:24][C:25]([O:27][CH2:28][CH3:29])=[O:26])=[CH:22][CH:23]=3)[C:10]([CH2:14][CH3:15])=[C:9]([CH3:16])[N:8]=2)=[CH:4][CH:3]=1. The catalyst class is: 8. (3) Reactant: Br[C:2]1[N:3]=[C:4]([N:7]2[CH2:12][CH2:11][C:10]([CH2:18][CH3:19])([C:13]([O:15][CH2:16][CH3:17])=[O:14])[CH2:9][CH2:8]2)[S:5][CH:6]=1.[CH2:20]([NH:22][C:23]([NH:25][C:26]1[S:27][C:28]2[C:34]([C:35]3[CH:40]=[CH:39][CH:38]=[CH:37][N:36]=3)=[CH:33][C:32](B(O)O)=[CH:31][C:29]=2[N:30]=1)=[O:24])[CH3:21].C(=O)([O-])[O-].[Cs+].[Cs+].ClCCl. Product: [CH2:18]([C:10]1([C:13]([O:15][CH2:16][CH3:17])=[O:14])[CH2:11][CH2:12][N:7]([C:4]2[S:5][CH:6]=[C:2]([C:32]3[CH:33]=[C:34]([C:35]4[CH:40]=[CH:39][CH:38]=[CH:37][N:36]=4)[C:28]4[S:27][C:26]([NH:25][C:23](=[O:24])[NH:22][CH2:20][CH3:21])=[N:30][C:29]=4[CH:31]=3)[N:3]=2)[CH2:8][CH2:9]1)[CH3:19]. The catalyst class is: 151. (4) Reactant: [CH:1]1([N:5]2[C:9]3[N:10]=[CH:11][N:12]=[C:13]([NH2:14])[C:8]=3[C:7](I)=[CH:6]2)[CH2:4][CH2:3][CH2:2]1.[C:16]1([C:22]2[CH:31]=[CH:30][C:29]3[C:24](=[CH:25][C:26](B4OC(C)(C)C(C)(C)O4)=[CH:27][CH:28]=3)[N:23]=2)[CH:21]=[CH:20][CH:19]=[CH:18][CH:17]=1.C([O-])([O-])=O.[Na+].[Na+].O. Product: [CH:1]1([N:5]2[C:9]3[N:10]=[CH:11][N:12]=[C:13]([NH2:14])[C:8]=3[C:7]([C:26]3[CH:25]=[C:24]4[C:29]([CH:30]=[CH:31][C:22]([C:16]5[CH:21]=[CH:20][CH:19]=[CH:18][CH:17]=5)=[N:23]4)=[CH:28][CH:27]=3)=[CH:6]2)[CH2:4][CH2:3][CH2:2]1. The catalyst class is: 128.